This data is from Peptide-MHC class I binding affinity with 185,985 pairs from IEDB/IMGT. The task is: Regression. Given a peptide amino acid sequence and an MHC pseudo amino acid sequence, predict their binding affinity value. This is MHC class I binding data. (1) The peptide sequence is VTNLISETLK. The MHC is HLA-A02:06 with pseudo-sequence HLA-A02:06. The binding affinity (normalized) is 0.0981. (2) The peptide sequence is DLLKYAGL. The MHC is H-2-Kb with pseudo-sequence H-2-Kb. The binding affinity (normalized) is 0.596. (3) The MHC is Patr-B1301 with pseudo-sequence Patr-B1301. The peptide sequence is LPMIIGEPII. The binding affinity (normalized) is 0.765. (4) The peptide sequence is LTPAETTVRL. The MHC is Patr-B0101 with pseudo-sequence Patr-B0101. The binding affinity (normalized) is 0.423. (5) The peptide sequence is SYHDRRWCF. The MHC is HLA-A24:03 with pseudo-sequence HLA-A24:03. The binding affinity (normalized) is 0.800.